This data is from Catalyst prediction with 721,799 reactions and 888 catalyst types from USPTO. The task is: Predict which catalyst facilitates the given reaction. Product: [CH2:20]([C:16]1[N:15]=[C:14]([C:12]2[S:4][C:3]3[CH:5]=[CH:6][CH:7]=[CH:8][C:2]=3[C:1](=[O:10])[N:13]=2)[CH:19]=[CH:18][CH:17]=1)[CH3:21]. The catalyst class is: 11. Reactant: [C:1]([O:10]C)(=O)[C:2]1[C:3](=[CH:5][CH:6]=[CH:7][CH:8]=1)[SH:4].[C:12]([C:14]1[CH:19]=[CH:18][CH:17]=[C:16]([CH2:20][CH3:21])[N:15]=1)#[N:13].C(N(CC)CC)C.